From a dataset of Full USPTO retrosynthesis dataset with 1.9M reactions from patents (1976-2016). Predict the reactants needed to synthesize the given product. (1) Given the product [C:1]([O:5][C:6]([N:8]1[CH2:13][CH2:12][N:11]2[CH:14]=[C:15]([C:17]([CH:23]3[CH2:25][CH2:24]3)=[O:18])[N:16]=[C:10]2[CH2:9]1)=[O:7])([CH3:2])([CH3:3])[CH3:4], predict the reactants needed to synthesize it. The reactants are: [C:1]([O:5][C:6]([N:8]1[CH2:13][CH2:12][N:11]2[CH:14]=[C:15]([C:17](N(OC)C)=[O:18])[N:16]=[C:10]2[CH2:9]1)=[O:7])([CH3:4])([CH3:3])[CH3:2].[CH:23]1([Mg]Br)[CH2:25][CH2:24]1. (2) The reactants are: [I:1][C:2]1[CH:7]=[CH:6][C:5]([NH:8][C:9]2[N:14]=[CH:13][CH:12]=[CH:11][N:10]=2)=[CH:4][CH:3]=1.Br.Br[CH2:17][C:18]1[CH:23]=[CH:22][N:21]=[CH:20][CH:19]=1.[H-].[Na+]. Given the product [I:1][C:2]1[CH:3]=[CH:4][C:5]([N:8]([CH2:17][C:18]2[CH:23]=[CH:22][N:21]=[CH:20][CH:19]=2)[C:9]2[N:10]=[CH:11][CH:12]=[CH:13][N:14]=2)=[CH:6][CH:7]=1, predict the reactants needed to synthesize it. (3) The reactants are: [F:1][CH:2]([F:15])[C:3]([C:5]1[CH:14]=[CH:13][C:12]2[C:7](=[CH:8][CH:9]=[CH:10][CH:11]=2)[CH:6]=1)=[O:4].Cl[C:17]1[CH:22]=[CH:21][C:20]([O:23][CH3:24])=[CH:19][CH:18]=1. Given the product [F:1][C:2]([F:15])([C:17]1[CH:22]=[CH:21][C:20]([O:23][CH3:24])=[CH:19][CH:18]=1)[C:3]([C:5]1[CH:14]=[CH:13][C:12]2[C:7](=[CH:8][CH:9]=[CH:10][CH:11]=2)[CH:6]=1)=[O:4], predict the reactants needed to synthesize it. (4) Given the product [NH2:5][C:4]1[C:3]2[C:2](=[CH:9][CH:8]=[CH:7][C:6]=2[O:10][CH2:11][CH:12]([CH2:15][CH3:16])[CH2:13][CH3:14])[N:1]=[C:18]([CH3:25])[C:19]=1[C:20]([O:22][CH2:23][CH3:24])=[O:21], predict the reactants needed to synthesize it. The reactants are: [NH2:1][C:2]1[CH:9]=[CH:8][CH:7]=[C:6]([O:10][CH2:11][CH:12]([CH2:15][CH3:16])[CH2:13][CH3:14])[C:3]=1[C:4]#[N:5].O=[C:18]([CH3:25])[CH2:19][C:20]([O:22][CH2:23][CH3:24])=[O:21]. (5) Given the product [NH2:1][C:2]1[C:7]([C:8]2[CH:17]=[CH:16][C:11]([C:12]([OH:14])=[O:13])=[C:10]([F:18])[CH:9]=2)=[CH:6][C:5]([Br:19])=[CH:4][N:3]=1, predict the reactants needed to synthesize it. The reactants are: [NH2:1][C:2]1[C:7]([C:8]2[CH:17]=[CH:16][C:11]([C:12]([O:14]C)=[O:13])=[C:10]([F:18])[CH:9]=2)=[CH:6][C:5]([Br:19])=[CH:4][N:3]=1.[Li+].[OH-].Cl.CCOC(C)=O. (6) The reactants are: [Br:1][C:2]1[CH:7]=[CH:6][C:5]([OH:8])=[C:4]([F:9])[CH:3]=1.C(=O)([O-])[O-].[K+].[K+].[CH2:16](Br)[C:17]1[CH:22]=[CH:21][CH:20]=[CH:19][CH:18]=1.O. Given the product [CH2:16]([O:8][C:5]1[CH:6]=[CH:7][C:2]([Br:1])=[CH:3][C:4]=1[F:9])[C:17]1[CH:22]=[CH:21][CH:20]=[CH:19][CH:18]=1, predict the reactants needed to synthesize it. (7) Given the product [F:33][CH:2]([F:1])[C:3]1[N:7]([C:8]2[N:13]=[C:12]([N:14]3[CH2:15][CH2:16][O:17][CH2:18][CH2:19]3)[N:11]=[C:10]([N:20]([CH3:37])[C:21]3[CH:22]=[N:23][CH:24]=[CH:25][CH:26]=3)[N:9]=2)[C:6]2[CH:27]=[CH:28][CH:29]=[C:30]([O:31][CH3:32])[C:5]=2[N:4]=1, predict the reactants needed to synthesize it. The reactants are: [F:1][CH:2]([F:33])[C:3]1[N:7]([C:8]2[N:13]=[C:12]([N:14]3[CH2:19][CH2:18][O:17][CH2:16][CH2:15]3)[N:11]=[C:10]([NH:20][C:21]3[CH:22]=[N:23][CH:24]=[CH:25][CH:26]=3)[N:9]=2)[C:6]2[CH:27]=[CH:28][CH:29]=[C:30]([O:31][CH3:32])[C:5]=2[N:4]=1.[H-].[Na+].I[CH3:37].N. (8) Given the product [NH2:8][CH2:9][CH2:10][CH2:11][CH2:12][CH2:13][C:14]([NH:71][C@H:45]([CH2:46][C@H:47]([NH:63][C:64]([C:66]1[N:67]=[N:68][NH:69][CH:70]=1)=[O:65])[CH2:48][C:49]1[CH:50]=[CH:51][C:52]([C:55]2[CH:60]=[C:59]([Cl:61])[CH:58]=[CH:57][C:56]=2[F:62])=[CH:53][CH:54]=1)[C:44]([OH:43])=[O:72])=[O:15], predict the reactants needed to synthesize it. The reactants are: C(OC([NH:8][CH2:9][CH2:10][CH2:11][CH2:12][CH2:13][C:14](O)=[O:15])=O)(C)(C)C.CN(C(ON1N=NC2C=CC=NC1=2)=[N+](C)C)C.F[P-](F)(F)(F)(F)F.C([O:43][C:44](=[O:72])[C@H:45]([NH2:71])[CH2:46][C@H:47]([NH:63][C:64]([C:66]1[N:67]=[N:68][NH:69][CH:70]=1)=[O:65])[CH2:48][C:49]1[CH:54]=[CH:53][C:52]([C:55]2[CH:60]=[C:59]([Cl:61])[CH:58]=[CH:57][C:56]=2[F:62])=[CH:51][CH:50]=1)C.CCN(C(C)C)C(C)C.Cl.O1CCOCC1. (9) Given the product [Cl:1][C:2]1[CH:7]=[CH:6][CH:5]=[CH:4][C:3]=1[C@H:8]([O:10][C:11](=[O:26])[NH:12][C:13]1[C:14]([CH3:25])=[N:15][O:16][C:17]=1[C:18]1[CH:23]=[CH:22][C:21]([B:27]2[O:31][C:30]([CH3:33])([CH3:32])[C:29]([CH3:35])([CH3:34])[O:28]2)=[CH:20][CH:19]=1)[CH3:9], predict the reactants needed to synthesize it. The reactants are: [Cl:1][C:2]1[CH:7]=[CH:6][CH:5]=[CH:4][C:3]=1[C@H:8]([O:10][C:11](=[O:26])[NH:12][C:13]1[C:14]([CH3:25])=[N:15][O:16][C:17]=1[C:18]1[CH:23]=[CH:22][C:21](Br)=[CH:20][CH:19]=1)[CH3:9].[B:27]1([B:27]2[O:31][C:30]([CH3:33])([CH3:32])[C:29]([CH3:35])([CH3:34])[O:28]2)[O:31][C:30]([CH3:33])([CH3:32])[C:29]([CH3:35])([CH3:34])[O:28]1.